The task is: Predict the product of the given reaction.. This data is from Forward reaction prediction with 1.9M reactions from USPTO patents (1976-2016). (1) The product is: [F:25][C:22]1[CH:21]=[C:20]([F:26])[CH:19]=[CH:24][C:23]=1[C:56]1([CH2:57][CH3:58])[O:29][CH2:28][CH:27]([OH:30])[CH2:55]1. Given the reactants C1([Se][Se]C2C=CC=CC=2)C=CC=CC=1.C=C([C:19]1[CH:24]=[CH:23][C:22]([F:25])=[CH:21][C:20]=1[F:26])CC.[C:27](OC(C)C)(=[O:30])[CH2:28][OH:29].[H-].C([Al+]CC(C)C)C(C)C.Cl.[CH2:55]([SnH]([CH2:55][CH2:56][CH2:57][CH3:58])[CH2:55][CH2:56][CH2:57][CH3:58])[CH2:56][CH2:57][CH3:58].N(C(C)(C)C#N)=NC(C)(C)C#N, predict the reaction product. (2) The product is: [N:4]([C:5]1[CH:6]=[C:7]([CH:11]=[CH:12][CH:13]=1)[C:8]([OH:10])=[O:9])=[C:1]=[S:3]. Given the reactants [C:1](=[S:3])=S.[NH2:4][C:5]1[CH:6]=[C:7]([CH:11]=[CH:12][CH:13]=1)[C:8]([OH:10])=[O:9].C(N(CC)CC)C.II.Cl.S([O-])([O-])=O.[Na+].[Na+], predict the reaction product. (3) Given the reactants [NH2:1][C:2]1[CH:19]=[CH:18][CH:17]=[CH:16][C:3]=1[C:4]([NH:6][C:7]1[CH:12]=[CH:11][C:10]([CH:13]2[CH2:15][CH2:14]2)=[CH:9][CH:8]=1)=[O:5].[CH3:20][C:21]1[CH:28]=[CH:27][C:24]([CH:25]=O)=[CH:23][N:22]=1, predict the reaction product. The product is: [CH:13]1([C:10]2[CH:11]=[CH:12][C:7]([N:6]3[C:4](=[O:5])[C:3]4[C:2](=[CH:19][CH:18]=[CH:17][CH:16]=4)[N:1]=[C:25]3[C:24]3[CH:23]=[N:22][C:21]([CH3:20])=[CH:28][CH:27]=3)=[CH:8][CH:9]=2)[CH2:15][CH2:14]1. (4) Given the reactants C(OC([NH:8][CH2:9][CH2:10][C:11]([CH3:15])([CH3:14])[CH2:12][OH:13])=O)(C)(C)C.[ClH:16].O1CCOCC1, predict the reaction product. The product is: [ClH:16].[NH2:8][CH2:9][CH2:10][C:11]([CH3:15])([CH3:14])[CH2:12][OH:13]. (5) Given the reactants [Cl:1][C:2]1[CH:27]=[CH:26][C:5]([CH2:6][N:7]2[C:15]3[C:10](=[CH:11][C:12]([CH:16]=[C:17]4[S:21][C:20](SCC)=[N:19][C:18]4=[O:25])=[CH:13][CH:14]=3)[CH:9]=[N:8]2)=[C:4]([C:28]([F:31])([F:30])[F:29])[CH:3]=1.[CH2:32]([N:34]1[CH2:39][CH2:38][NH:37][CH2:36][CH2:35]1)[CH3:33], predict the reaction product. The product is: [Cl:1][C:2]1[CH:27]=[CH:26][C:5]([CH2:6][N:7]2[C:15]3[C:10](=[CH:11][C:12]([CH:16]=[C:17]4[S:21][C:20]([N:37]5[CH2:38][CH2:39][N:34]([CH2:32][CH3:33])[CH2:35][CH2:36]5)=[N:19][C:18]4=[O:25])=[CH:13][CH:14]=3)[CH:9]=[N:8]2)=[C:4]([C:28]([F:29])([F:31])[F:30])[CH:3]=1. (6) Given the reactants C[Al](C)C.[CH:5]1([CH2:8][NH2:9])[CH2:7][CH2:6]1.C[O:11][C:12](=O)[C:13]1[CH:18]=[CH:17][C:16]([N:19]2[CH:23]=[C:22]([C:24]3[C:25]([C:33]4[CH:38]=[CH:37][CH:36]=[CH:35][CH:34]=4)=[N:26][O:27][C:28]=3[C:29]([F:32])([F:31])[F:30])[N:21]=[CH:20]2)=[CH:15][CH:14]=1.O, predict the reaction product. The product is: [CH:5]1([CH2:8][NH:9][C:12](=[O:11])[C:13]2[CH:18]=[CH:17][C:16]([N:19]3[CH:23]=[C:22]([C:24]4[C:25]([C:33]5[CH:34]=[CH:35][CH:36]=[CH:37][CH:38]=5)=[N:26][O:27][C:28]=4[C:29]([F:32])([F:31])[F:30])[N:21]=[CH:20]3)=[CH:15][CH:14]=2)[CH2:7][CH2:6]1.